This data is from Forward reaction prediction with 1.9M reactions from USPTO patents (1976-2016). The task is: Predict the product of the given reaction. (1) Given the reactants [OH:1][CH:2]([CH3:6])[C:3]([OH:5])=[O:4].S(=O)(=O)(O)O.[C:12](O)(=[O:14])[CH3:13], predict the reaction product. The product is: [C:12]([O:1][CH:2]([CH3:6])[C:3]([OH:5])=[O:4])(=[O:14])[CH3:13]. (2) Given the reactants Cl[C:2]1[CH:7]=[CH:6][C:5]([CH2:8][N:9]2[CH:13]=[C:12]([C:14]3[O:18][N:17]=[C:16]([C:19]4[CH:24]=[CH:23][C:22]([Si:25]([CH3:28])([CH3:27])[CH3:26])=[CH:21][CH:20]=4)[N:15]=3)[CH:11]=[C:10]2[CH3:29])=[CH:4][N:3]=1.[N:30]1([CH2:35][CH2:36][NH2:37])[CH2:34][CH2:33][CH2:32][CH2:31]1, predict the reaction product. The product is: [CH3:29][C:10]1[N:9]([CH2:8][C:5]2[CH:6]=[CH:7][C:2]([NH:37][CH2:36][CH2:35][N:30]3[CH2:34][CH2:33][CH2:32][CH2:31]3)=[N:3][CH:4]=2)[CH:13]=[C:12]([C:14]2[O:18][N:17]=[C:16]([C:19]3[CH:24]=[CH:23][C:22]([Si:25]([CH3:28])([CH3:27])[CH3:26])=[CH:21][CH:20]=3)[N:15]=2)[CH:11]=1.